This data is from NCI-60 drug combinations with 297,098 pairs across 59 cell lines. The task is: Regression. Given two drug SMILES strings and cell line genomic features, predict the synergy score measuring deviation from expected non-interaction effect. (1) Drug 1: C1=CC(=CC=C1CCC2=CNC3=C2C(=O)NC(=N3)N)C(=O)NC(CCC(=O)O)C(=O)O. Drug 2: C#CCC(CC1=CN=C2C(=N1)C(=NC(=N2)N)N)C3=CC=C(C=C3)C(=O)NC(CCC(=O)O)C(=O)O. Cell line: SK-MEL-28. Synergy scores: CSS=19.8, Synergy_ZIP=0.222, Synergy_Bliss=6.48, Synergy_Loewe=6.78, Synergy_HSA=6.78. (2) Drug 1: CC1CCC2CC(C(=CC=CC=CC(CC(C(=O)C(C(C(=CC(C(=O)CC(OC(=O)C3CCCCN3C(=O)C(=O)C1(O2)O)C(C)CC4CCC(C(C4)OC)OCCO)C)C)O)OC)C)C)C)OC. Drug 2: CCCCC(=O)OCC(=O)C1(CC(C2=C(C1)C(=C3C(=C2O)C(=O)C4=C(C3=O)C=CC=C4OC)O)OC5CC(C(C(O5)C)O)NC(=O)C(F)(F)F)O. Cell line: NCI-H226. Synergy scores: CSS=39.9, Synergy_ZIP=1.99, Synergy_Bliss=-1.54, Synergy_Loewe=-7.04, Synergy_HSA=-8.47.